From a dataset of Full USPTO retrosynthesis dataset with 1.9M reactions from patents (1976-2016). Predict the reactants needed to synthesize the given product. (1) The reactants are: [NH2:1][C:2]1[CH:7]=[CH:6][N:5]=[C:4]([NH:8][CH2:9][CH2:10][CH2:11][O:12][C:13]2[CH:14]=[CH:15][C:16]3[CH2:22][C@@H:21]([CH2:23][C:24]([O:26]CC)=[O:25])[C:20]4[CH:29]=[CH:30][CH:31]=[CH:32][C:19]=4[CH2:18][C:17]=3[CH:33]=2)[CH:3]=1.O[Li].O.C1COCC1. Given the product [NH2:1][C:2]1[CH:7]=[CH:6][N:5]=[C:4]([NH:8][CH2:9][CH2:10][CH2:11][O:12][C:13]2[CH:14]=[CH:15][C:16]3[CH2:22][C@@H:21]([CH2:23][C:24]([OH:26])=[O:25])[C:20]4[CH:29]=[CH:30][CH:31]=[CH:32][C:19]=4[CH2:18][C:17]=3[CH:33]=2)[CH:3]=1, predict the reactants needed to synthesize it. (2) Given the product [F:1][C:2]1[CH:3]=[CH:4][C:5]([CH2:6][C:7]2[CH:16]=[C:15]3[C:10]([C:11]([OH:31])=[C:12]([C:26]([NH:34][CH:35]([CH2:38][OH:39])[CH2:36][OH:37])=[O:27])[C:13](=[O:25])[N:14]3[CH2:17][CH2:18][N:19]3[CH2:23][CH2:22][CH2:21][C:20]3=[O:24])=[N:9][CH:8]=2)=[CH:32][CH:33]=1, predict the reactants needed to synthesize it. The reactants are: [F:1][C:2]1[CH:33]=[CH:32][C:5]([CH2:6][C:7]2[CH:16]=[C:15]3[C:10]([C:11]([OH:31])=[C:12]([C:26](OCC)=[O:27])[C:13](=[O:25])[N:14]3[CH2:17][CH2:18][N:19]3[CH2:23][CH2:22][CH2:21][C:20]3=[O:24])=[N:9][CH:8]=2)=[CH:4][CH:3]=1.[NH2:34][CH:35]([CH2:38][OH:39])[CH2:36][OH:37].